Task: Regression. Given a peptide amino acid sequence and an MHC pseudo amino acid sequence, predict their binding affinity value. This is MHC class I binding data.. Dataset: Peptide-MHC class I binding affinity with 185,985 pairs from IEDB/IMGT (1) The peptide sequence is KLFMALVAFL. The MHC is HLA-A02:03 with pseudo-sequence HLA-A02:03. The binding affinity (normalized) is 0.888. (2) The binding affinity (normalized) is 0.582. The peptide sequence is RLFFYRKSV. The MHC is HLA-A02:06 with pseudo-sequence HLA-A02:06. (3) The peptide sequence is LTACQGVGGP. The MHC is Mamu-A02 with pseudo-sequence Mamu-A02. The binding affinity (normalized) is 0.187. (4) The peptide sequence is ESAERLKAY. The MHC is HLA-B18:01 with pseudo-sequence HLA-B18:01. The binding affinity (normalized) is 0.0847. (5) The peptide sequence is REPAGLGSM. The MHC is HLA-B40:02 with pseudo-sequence HLA-B40:02. The binding affinity (normalized) is 0.588. (6) The peptide sequence is GLKISLCGI. The binding affinity (normalized) is 0.0847. The MHC is HLA-A25:01 with pseudo-sequence HLA-A25:01. (7) The peptide sequence is YRHDGGNVL. The MHC is HLA-B35:01 with pseudo-sequence HLA-B35:01. The binding affinity (normalized) is 0.